Dataset: Full USPTO retrosynthesis dataset with 1.9M reactions from patents (1976-2016). Task: Predict the reactants needed to synthesize the given product. (1) Given the product [CH:1]1([C:4]2[CH:9]=[CH:8][N:7]=[CH:6][C:5]=2[N:10]2[CH2:14][CH2:13][N:12]([C:17]3[CH:22]=[CH:21][CH:20]=[C:19]([C:23]([F:26])([F:25])[F:24])[CH:18]=3)[C:11]2=[O:15])[CH2:3][CH2:2]1, predict the reactants needed to synthesize it. The reactants are: [CH:1]1([C:4]2[CH:9]=[CH:8][N:7]=[CH:6][C:5]=2[N:10]2[CH2:14][CH2:13][NH:12][C:11]2=[O:15])[CH2:3][CH2:2]1.Br[C:17]1[CH:22]=[CH:21][CH:20]=[C:19]([C:23]([F:26])([F:25])[F:24])[CH:18]=1.CN[C@@H]1CCCC[C@H]1NC.P([O-])([O-])([O-])=O.[K+].[K+].[K+]. (2) Given the product [Cl:1][C:2]1[CH:3]=[CH:4][C:5]2[N:11]3[CH:12]=[CH:13][CH:14]=[C:10]3[CH:9]([CH2:15][C:16]([N:18]3[CH2:19][CH2:20][CH:21]([CH2:24][C:25]([OH:27])=[O:26])[CH2:22][CH2:23]3)=[O:17])[O:8][CH:7]([C:30](=[O:39])[C:31]3[CH:36]=[CH:35][CH:34]=[C:33]([Cl:37])[C:32]=3[Cl:38])[C:6]=2[CH:40]=1, predict the reactants needed to synthesize it. The reactants are: [Cl:1][C:2]1[CH:3]=[CH:4][C:5]2[N:11]3[CH:12]=[CH:13][CH:14]=[C:10]3[CH:9]([CH2:15][C:16]([N:18]3[CH2:23][CH2:22][CH:21]([CH2:24][C:25]([O:27]CC)=[O:26])[CH2:20][CH2:19]3)=[O:17])[O:8][CH:7]([C:30](=[O:39])[C:31]3[CH:36]=[CH:35][CH:34]=[C:33]([Cl:37])[C:32]=3[Cl:38])[C:6]=2[CH:40]=1.O1CCCC1.C(=O)([O-])[O-].[K+].[K+].C(O)(=O)CC(CC(O)=O)(C(O)=O)O. (3) Given the product [F:1][C:2]1[CH:3]=[C:4]([CH2:8][N:9]2[C:13]3[CH:14]=[C:15]([C:18]4[CH:23]=[CH:22][N:21]=[C:20]5[NH:24][C:25]([CH:27]6[CH2:32][CH2:31][N:30]([C:48]([NH:47][CH3:50])=[O:49])[CH2:29][CH2:28]6)=[CH:26][C:19]=45)[CH:16]=[CH:17][C:12]=3[N:11]=[CH:10]2)[CH:5]=[N:6][CH:7]=1, predict the reactants needed to synthesize it. The reactants are: [F:1][C:2]1[CH:3]=[C:4]([CH2:8][N:9]2[C:13]3[CH:14]=[C:15]([C:18]4[CH:23]=[CH:22][N:21]=[C:20]5[NH:24][C:25]([CH:27]6[CH2:32][CH2:31][NH:30][CH2:29][CH2:28]6)=[CH:26][C:19]=45)[CH:16]=[CH:17][C:12]=3[N:11]=[CH:10]2)[CH:5]=[N:6][CH:7]=1.FC(F)(F)C([O-])=O.C(N(CC)CC)C.[N:47]([CH3:50])=[C:48]=[O:49]. (4) Given the product [Br:1][C:2]1[CH:3]=[C:4]([CH:7]=[C:8]([O:10][CH:11]([CH3:13])[CH3:12])[CH:9]=1)[C:5]([OH:15])=[O:14], predict the reactants needed to synthesize it. The reactants are: [Br:1][C:2]1[CH:3]=[C:4]([CH:7]=[C:8]([O:10][CH:11]([CH3:13])[CH3:12])[CH:9]=1)[C:5]#N.[OH2:14].[OH-:15].[Na+].